Regression. Given a peptide amino acid sequence and an MHC pseudo amino acid sequence, predict their binding affinity value. This is MHC class II binding data. From a dataset of Peptide-MHC class II binding affinity with 134,281 pairs from IEDB. (1) The peptide sequence is IKCFEKFLEPKVKFG. The MHC is DRB1_1501 with pseudo-sequence DRB1_1501. The binding affinity (normalized) is 0.349. (2) The peptide sequence is QQLLFIHFRIGCRHSRIG. The MHC is HLA-DQA10101-DQB10501 with pseudo-sequence HLA-DQA10101-DQB10501. The binding affinity (normalized) is 0.629. (3) The peptide sequence is ELYKYKVVKIEPLGV. The MHC is HLA-DQA10501-DQB10301 with pseudo-sequence HLA-DQA10501-DQB10301. The binding affinity (normalized) is 0.148. (4) The peptide sequence is FKVAATAAATAPADDKFTVF. The MHC is DRB1_1302 with pseudo-sequence DRB1_1302. The binding affinity (normalized) is 0.589. (5) The peptide sequence is VSEALRIIAGTLEVH. The MHC is DRB1_0301 with pseudo-sequence DRB1_0301. The binding affinity (normalized) is 0.289. (6) The peptide sequence is TEIQNSGGTSIFAGH. The MHC is DRB1_1302 with pseudo-sequence DRB1_1302. The binding affinity (normalized) is 0.812.